This data is from Full USPTO retrosynthesis dataset with 1.9M reactions from patents (1976-2016). The task is: Predict the reactants needed to synthesize the given product. Given the product [C:8]([NH:12][C:1](=[O:7])[CH2:2][CH2:3][C:4]([OH:6])=[O:5])([CH3:11])([CH3:10])[CH3:9], predict the reactants needed to synthesize it. The reactants are: [C:1]1(=[O:7])[O:6][C:4](=[O:5])[CH2:3][CH2:2]1.[C:8]([NH2:12])([CH3:11])([CH3:10])[CH3:9].